This data is from Catalyst prediction with 721,799 reactions and 888 catalyst types from USPTO. The task is: Predict which catalyst facilitates the given reaction. Reactant: [CH3:1][C:2]([OH:35])([C:30]#[C:31][CH:32]([CH3:34])[CH3:33])[C:3]([N:5]1[CH2:29][CH2:28][CH2:27][C@H:6]1[C:7]([NH:9][CH2:10][C:11]1[CH:16]=[C:15]([Cl:17])[CH:14]=[CH:13][C:12]=1[CH2:18][NH:19]C(OC(C)(C)C)=O)=[O:8])=[O:4].C(O)(C(F)(F)F)=O. Product: [CH3:1][C:2]([OH:35])([C:30]#[C:31][CH:32]([CH3:33])[CH3:34])[C:3]([N:5]1[CH2:29][CH2:28][CH2:27][C@H:6]1[C:7]([NH:9][CH2:10][C:11]1[CH:16]=[C:15]([Cl:17])[CH:14]=[CH:13][C:12]=1[CH2:18][NH2:19])=[O:8])=[O:4]. The catalyst class is: 2.